From a dataset of Reaction yield outcomes from USPTO patents with 853,638 reactions. Predict the reaction yield, written as a fraction of the theoretical maximum amount of product (1.0 means a 100% yield; for example, 0.34 means a 34% yield). (1) The reactants are [Cl:1][C:2]1[C:3]([OH:12])=[N:4][CH:5]=[C:6]([C:8]([O:10][CH3:11])=[O:9])[CH:7]=1.[CH:30]1[CH:31]=[CH:26]C(P([C:26]2[CH:31]=[CH:30][CH:29]=[CH:28]C=2)[C:30]2[CH:31]=[CH:26]C=[CH:28][CH:29]=2)=[CH:28][CH:29]=1.[CH3:44][CH:43]([O:42][C:40](/[N:39]=[N:39]/[C:40]([O:42][CH:43]([CH3:45])[CH3:44])=[O:41])=[O:41])[CH3:45].[CH2:46]1COCC1. No catalyst specified. The product is [Cl:1][C:2]1[C:3]([O:12][CH2:26][CH:31]2[CH2:30][CH2:29][CH2:28][N:39]2[C:40]([O:42][C:43]([CH3:45])([CH3:46])[CH3:44])=[O:41])=[N:4][CH:5]=[C:6]([C:8]([O:10][CH3:11])=[O:9])[CH:7]=1. The yield is 0.400. (2) The reactants are CS([C:5]1[N:10]=[C:9]([C:11]2[CH:12]=[N:13][CH:14]=[CH:15][CH:16]=2)[CH:8]=[CH:7][N:6]=1)(=O)=O.[O:17]1CCOCC1. No catalyst specified. The product is [N:13]1[CH:14]=[CH:15][CH:16]=[C:11]([C:9]2[CH:8]=[CH:7][NH:6][C:5](=[O:17])[N:10]=2)[CH:12]=1. The yield is 0.800. (3) The reactants are FC1C=CC(OC)=C(C2C(C(O)=O)=CC([N+]([O-])=O)=CC=2)C=1.C[O:23][C:24]([C:26]1[C:27]([C:35]2[CH:40]=[C:39]([Cl:41])[CH:38]=[CH:37][C:36]=2[O:42][CH3:43])=[CH:28][CH:29]=[C:30]([N+:32]([O-:34])=[O:33])[CH:31]=1)=[O:25]. No catalyst specified. The product is [Cl:41][C:39]1[CH:38]=[CH:37][C:36]([O:42][CH3:43])=[C:35]([C:27]2[C:26]([C:24]([OH:25])=[O:23])=[CH:31][C:30]([N+:32]([O-:34])=[O:33])=[CH:29][CH:28]=2)[CH:40]=1. The yield is 0.950. (4) The reactants are [CH:1]1[C:10]2[C:5](=[CH:6][C:7]([C:11](O)=O)=[CH:8][CH:9]=2)[CH:4]=[CH:3][C:2]=1[C:14](O)=O.[NH2:17][C:18]1[CH:23]=[CH:22][CH:21]=[CH:20][C:19]=1[OH:24].O.[C:26](=[O:29])([O-])[O-].[Na+].[Na+]. No catalyst specified. The product is [O:24]1[C:19]2[CH:20]=[CH:21][CH:22]=[CH:23][C:18]=2[N:17]=[C:14]1[C:2]1[CH:3]=[CH:4][C:5]2[C:10](=[CH:9][CH:8]=[C:7]([C:11]3[O:29][C:26]4[CH:22]=[CH:21][CH:20]=[CH:19][C:18]=4[N:17]=3)[CH:6]=2)[CH:1]=1. The yield is 0.750. (5) The reactants are [OH:1][B:2]1[C@@H:7]([NH:8][C:9](=[O:16])[CH2:10][C:11]2[S:12][CH:13]=[CH:14][CH:15]=2)[CH2:6][CH2:5][C@@H:4]([CH2:17][C:18]([OH:20])=[O:19])[O:3]1.Cl.[CH3:22][CH2:23]OC(C)=O.CCOCC. The yield is 0.685. The catalyst is C(O)C. The product is [OH:1][B:2]1[C@@H:7]([NH:8][C:9](=[O:16])[CH2:10][C:11]2[S:12][CH:13]=[CH:14][CH:15]=2)[CH2:6][CH2:5][C@@H:4]([CH2:17][C:18]([O:20][CH2:22][CH3:23])=[O:19])[O:3]1. (6) The reactants are [N:1]12[CH2:8][CH2:7][CH:4]([CH2:5][CH2:6]1)[CH:3]([O:9][C:10](=[O:23])[NH:11][C:12]([C:15]1[CH:20]=[CH:19][C:18]([F:21])=[C:17](Br)[CH:16]=1)([CH3:14])[CH3:13])[CH2:2]2.[N:24]1[CH:29]=[CH:28][CH:27]=[C:26](B(O)O)[CH:25]=1. The catalyst is C1C=CC(/C=C/C(/C=C/C2C=CC=CC=2)=O)=CC=1.C1C=CC(/C=C/C(/C=C/C2C=CC=CC=2)=O)=CC=1.C1C=CC(/C=C/C(/C=C/C2C=CC=CC=2)=O)=CC=1.[Pd].[Pd]. The product is [F:21][C:18]1[CH:19]=[CH:20][C:15]([C:12]([NH:11][C:10](=[O:23])[O:9][CH:3]2[CH:4]3[CH2:7][CH2:8][N:1]([CH2:6][CH2:5]3)[CH2:2]2)([CH3:14])[CH3:13])=[CH:16][C:17]=1[C:26]1[CH:25]=[N:24][CH:29]=[CH:28][CH:27]=1. The yield is 0.390. (7) The reactants are Br[C:2]1[CH:7]=[CH:6][C:5]([C:8](=[O:10])[CH3:9])=[CH:4][C:3]=1[N+:11]([O-])=O.[C:14]1([NH:20][C:21](=O)[CH3:22])[CH:19]=[CH:18][CH:17]=[CH:16][CH:15]=1. The yield is 0.620. No catalyst specified. The product is [CH3:22][C:21]1[N:20]([C:14]2[CH:19]=[CH:18][CH:17]=[CH:16][CH:15]=2)[C:2]2[CH:7]=[CH:6][C:5]([C:8](=[O:10])[CH3:9])=[CH:4][C:3]=2[N:11]=1.